From a dataset of Full USPTO retrosynthesis dataset with 1.9M reactions from patents (1976-2016). Predict the reactants needed to synthesize the given product. Given the product [Cl:1][C:2]1[CH:3]=[C:4]([C:5]2[C:6]([C:13]3[CH:18]=[CH:17][C:16]([C:19]4[CH:24]=[CH:23][C:22]([F:25])=[CH:21][CH:20]=4)=[CH:15][CH:14]=3)=[CH:7][NH:29][N:28]=2)[C:9]([OH:8])=[CH:10][C:11]=1[OH:12], predict the reactants needed to synthesize it. The reactants are: [Cl:1][C:2]1[CH:3]=[C:4]2[C:9](=[CH:10][C:11]=1[OH:12])[O:8][CH:7]=[C:6]([C:13]1[CH:18]=[CH:17][C:16]([C:19]3[CH:24]=[CH:23][C:22]([F:25])=[CH:21][CH:20]=3)=[CH:15][CH:14]=1)[C:5]2=O.O.[NH2:28][NH2:29].